Dataset: Forward reaction prediction with 1.9M reactions from USPTO patents (1976-2016). Task: Predict the product of the given reaction. Given the reactants [NH2:1][C:2]1[S:3][C:4]([C:11]([F:14])([F:13])[F:12])=[C:5]([C:7](=[O:10])[CH2:8][CH3:9])[N:6]=1.[Cl:15][CH2:16][C:17](=O)[CH2:18][C:19](OCC)=[O:20], predict the reaction product. The product is: [Cl:15][CH2:16][C:17]1[N:1]=[C:2]2[S:3][C:4]([C:11]([F:14])([F:12])[F:13])=[C:5]([C:7](=[O:10])[CH2:8][CH3:9])[N:6]2[C:19](=[O:20])[CH:18]=1.